From a dataset of Reaction yield outcomes from USPTO patents with 853,638 reactions. Predict the reaction yield, written as a fraction of the theoretical maximum amount of product (1.0 means a 100% yield; for example, 0.34 means a 34% yield). The reactants are BrC[C:3]1[S:7][C:6]([C:8]([F:11])([F:10])[F:9])=[N:5][CH:4]=1. The catalyst is C(O)C. The product is [F:9][C:8]([F:11])([F:10])[C:6]1[S:7][CH:3]=[CH:4][N:5]=1. The yield is 0.960.